Regression. Given two drug SMILES strings and cell line genomic features, predict the synergy score measuring deviation from expected non-interaction effect. From a dataset of NCI-60 drug combinations with 297,098 pairs across 59 cell lines. Drug 1: COC1=C(C=C2C(=C1)N=CN=C2NC3=CC(=C(C=C3)F)Cl)OCCCN4CCOCC4. Drug 2: CN(C)C1=NC(=NC(=N1)N(C)C)N(C)C. Cell line: UO-31. Synergy scores: CSS=27.2, Synergy_ZIP=1.58, Synergy_Bliss=1.69, Synergy_Loewe=-15.6, Synergy_HSA=0.400.